From a dataset of Full USPTO retrosynthesis dataset with 1.9M reactions from patents (1976-2016). Predict the reactants needed to synthesize the given product. (1) Given the product [OH:18][CH2:17][C:16]1[C:11]2[O:10][CH2:9][CH2:8][O:7][C:12]=2[CH:13]=[CH:14][CH:15]=1, predict the reactants needed to synthesize it. The reactants are: [H-].[Al+3].[Li+].[H-].[H-].[H-].[O:7]1[C:12]2[CH:13]=[CH:14][CH:15]=[C:16]([C:17](OCC)=[O:18])[C:11]=2[O:10][CH2:9][CH2:8]1.O.[OH-].[Na+]. (2) Given the product [Cl:1][C:2]1[C:11]([O:12][CH2:13][C:14]2[CH:15]=[CH:16][C:17]([O:20][CH3:21])=[CH:18][CH:19]=2)=[C:10]([O:22][CH2:23][C:24]2[CH:29]=[CH:28][C:27]([O:30][CH3:31])=[CH:26][CH:25]=2)[CH:9]=[C:8]2[C:3]=1[C:4](=[O:41])[C:5]([CH2:35][N:36]1[CH2:40][CH2:39][CH2:38][CH2:37]1)=[CH:6][N:7]2[CH3:32], predict the reactants needed to synthesize it. The reactants are: [Cl:1][C:2]1[C:11]([O:12][CH2:13][C:14]2[CH:19]=[CH:18][C:17]([O:20][CH3:21])=[CH:16][CH:15]=2)=[C:10]([O:22][CH2:23][C:24]2[CH:29]=[CH:28][C:27]([O:30][CH3:31])=[CH:26][CH:25]=2)[CH:9]=[C:8]2[C:3]=1[C:4](=[O:41])[C:5]([CH2:35][N:36]1[CH2:40][CH2:39][CH2:38][CH2:37]1)=[CH:6][N:7]2[CH:32]1CC1.CN. (3) Given the product [F:36][C:37]([F:42])([F:41])[C:38]([OH:40])=[O:39].[Cl:34][C:31]1[CH:32]=[CH:33][C:27]2[CH:26]=[C:25]([S:22]([N:19]3[CH2:20][CH2:21][N:16]([CH2:15][CH2:14][CH2:13][C:12]4[NH:8][CH:9]=[N:10][CH:11]=4)[C:17](=[O:35])[CH2:18]3)(=[O:24])=[O:23])[S:29][C:28]=2[CH:30]=1, predict the reactants needed to synthesize it. The reactants are: C(OC([N:8]1[C:12]([CH2:13][CH2:14][CH2:15][N:16]2[CH2:21][CH2:20][N:19]([S:22]([C:25]3[S:29][C:28]4[CH:30]=[C:31]([Cl:34])[CH:32]=[CH:33][C:27]=4[CH:26]=3)(=[O:24])=[O:23])[CH2:18][C:17]2=[O:35])=[CH:11][N:10]=[CH:9]1)=O)(C)(C)C.[F:36][C:37]([F:42])([F:41])[C:38]([OH:40])=[O:39]. (4) Given the product [C:1]([N:5]1[C:9]2=[N:10][CH:11]=[N:12][C:13]([N:14]([CH3:25])[C:15](=[O:17])[CH3:16])=[C:8]2[C:7]([C:18]2[CH:23]=[CH:22][C:21]([Cl:24])=[CH:20][CH:19]=2)=[N:6]1)([CH3:2])([CH3:3])[CH3:4], predict the reactants needed to synthesize it. The reactants are: [C:1]([N:5]1[C:9]2=[N:10][CH:11]=[N:12][C:13]([NH:14][C:15](=[O:17])[CH3:16])=[C:8]2[C:7]([C:18]2[CH:23]=[CH:22][C:21]([Cl:24])=[CH:20][CH:19]=2)=[N:6]1)([CH3:4])([CH3:3])[CH3:2].[C:25](=O)([O-])[O-].[K+].[K+].CI. (5) Given the product [C:1]([C:5]1[CH:6]=[C:7]([C:15]2[NH:19][C:18]([C:20]([NH:36][CH:33]3[CH2:34][CH2:35][O:30][CH2:31][CH2:32]3)=[O:21])=[CH:17][C:16]=2[CH2:23][CH:24]2[CH2:25][CH2:26][CH2:27][CH2:28][CH2:29]2)[CH:8]=[C:9]([C:11]2([CH3:14])[CH2:12][CH2:13]2)[CH:10]=1)([CH3:3])([CH3:2])[CH3:4], predict the reactants needed to synthesize it. The reactants are: [C:1]([C:5]1[CH:6]=[C:7]([C:15]2[NH:19][C:18]([C:20](O)=[O:21])=[CH:17][C:16]=2[CH2:23][CH:24]2[CH2:29][CH2:28][CH2:27][CH2:26][CH2:25]2)[CH:8]=[C:9]([C:11]2([CH3:14])[CH2:13][CH2:12]2)[CH:10]=1)([CH3:4])([CH3:3])[CH3:2].[O:30]1[CH2:35][CH2:34][CH:33]([NH2:36])[CH2:32][CH2:31]1.C1C=NC2N(O)N=NC=2C=1.CCN(C(C)C)C(C)C.CN(C(ON1N=NC2C=CC=NC1=2)=[N+](C)C)C.F[P-](F)(F)(F)(F)F. (6) Given the product [CH2:1]([O:3][C:4]([C:6]1[C:7]2[CH2:13][NH:12][CH2:11][C:8]=2[NH:9][N:10]=1)=[O:5])[CH3:2], predict the reactants needed to synthesize it. The reactants are: [CH2:1]([O:3][C:4]([C:6]1[C:7]2[CH2:13][N:12](CC3C=CC=CC=3)[CH2:11][C:8]=2[NH:9][N:10]=1)=[O:5])[CH3:2]. (7) Given the product [Br:9][C:5]1[N:6]=[C:7]([N:15]2[CH2:16][CH2:17][CH:12]([N:11]([CH3:18])[CH3:10])[CH2:13][CH2:14]2)[C:2]([NH2:1])=[N:3][CH:4]=1, predict the reactants needed to synthesize it. The reactants are: [NH2:1][C:2]1[C:7](Br)=[N:6][C:5]([Br:9])=[CH:4][N:3]=1.[CH3:10][N:11]([CH3:18])[CH:12]1[CH2:17][CH2:16][NH:15][CH2:14][CH2:13]1. (8) Given the product [NH2:13][CH:11]([CH3:12])[CH2:10][C:7]1[CH:8]=[CH:9][C:4]([CH2:3][CH:2]([NH:16][C:17]2[N:22]=[C:21]([N:23]3[CH2:28][CH2:27][C:26](=[O:29])[N:25]4[CH2:30][CH:31]=[C:32]([C:34]5[CH:35]=[CH:36][CH:37]=[CH:38][CH:39]=5)[N:33]=[C:24]34)[CH:20]=[CH:19][N:18]=2)[CH3:1])=[CH:5][CH:6]=1, predict the reactants needed to synthesize it. The reactants are: [CH3:1][CH:2]([NH:16][C:17]1[N:22]=[C:21]([N:23]2[CH2:28][CH2:27][C:26](=[O:29])[N:25]3[CH2:30][CH:31]=[C:32]([C:34]4[CH:39]=[CH:38][CH:37]=[CH:36][CH:35]=4)[N:33]=[C:24]23)[CH:20]=[CH:19][N:18]=1)[CH2:3][C:4]1[CH:9]=[CH:8][C:7]([CH:10]=[C:11]([N+:13]([O-])=O)[CH3:12])=[CH:6][CH:5]=1. (9) Given the product [C:1]([N:8]1[CH:13]([CH3:16])[CH2:12][CH2:11][CH2:10][CH:9]1[CH2:14][CH3:15])([O:3][C:4]([CH3:7])([CH3:6])[CH3:5])=[O:2], predict the reactants needed to synthesize it. The reactants are: [C:1]([N:8]1[CH2:13][CH2:12][CH2:11][CH2:10][CH:9]1[CH2:14][CH3:15])([O:3][C:4]([CH3:7])([CH3:6])[CH3:5])=[O:2].[CH3:16]N(CCN(C)C)C.[Li]C(CC)C.S(OC)(OC)(=O)=O. (10) The reactants are: [NH2:1][C:2]1[CH:10]=[CH:9][C:5]([C:6]([OH:8])=[O:7])=[CH:4][CH:3]=1.S(=O)(=O)(O)O.N([O-])=O.[Na+].[N-:20]=[N+:21]=[N-].[Na+]. Given the product [N:1]([C:2]1[CH:10]=[CH:9][C:5]([C:6]([OH:8])=[O:7])=[CH:4][CH:3]=1)=[N+:20]=[N-:21], predict the reactants needed to synthesize it.